From a dataset of Catalyst prediction with 721,799 reactions and 888 catalyst types from USPTO. Predict which catalyst facilitates the given reaction. (1) Reactant: [CH:1]1([N:5]2[CH2:9][CH2:8][C:7]3([CH2:14][CH2:13][NH:12][CH2:11][CH2:10]3)[CH2:6]2)[CH2:4][CH2:3][CH2:2]1.[Br:15][C:16]1[CH:17]=[CH:18][C:19](Cl)=[N:20][CH:21]=1.C(=O)([O-])[O-].[K+].[K+].O. Product: [Br:15][C:16]1[CH:17]=[CH:18][C:19]([N:12]2[CH2:13][CH2:14][C:7]3([CH2:6][N:5]([CH:1]4[CH2:4][CH2:3][CH2:2]4)[CH2:9][CH2:8]3)[CH2:10][CH2:11]2)=[N:20][CH:21]=1. The catalyst class is: 16. (2) Reactant: [CH3:1][O:2][C:3]1[CH:23]=[CH:22][C:6]2[CH2:7][CH2:8][N:9](S(C3C=CC(C)=CC=3)(=O)=O)[CH2:10][CH2:11][C:5]=2[CH:4]=1.C(=O)=O.CC(C)=O.[Na]. Product: [CH3:1][O:2][C:3]1[CH:23]=[CH:22][C:6]2[CH2:7][CH2:8][NH:9][CH2:10][CH2:11][C:5]=2[CH:4]=1. The catalyst class is: 328. (3) Reactant: N(C(OC(C)(C)C)=O)=NC(OC(C)(C)C)=O.[I:17][C:18]1[CH:23]=[CH:22][C:21]([OH:24])=[CH:20][CH:19]=1.C1(P(C2C=CC=CC=2)C2C=CC=CC=2)C=CC=CC=1.O[CH:45]1[CH2:50][CH2:49][N:48]([C:51]([O:53][C:54]([CH3:57])([CH3:56])[CH3:55])=[O:52])[CH2:47][CH2:46]1. Product: [I:17][C:18]1[CH:23]=[CH:22][C:21]([O:24][CH:45]2[CH2:50][CH2:49][N:48]([C:51]([O:53][C:54]([CH3:57])([CH3:56])[CH3:55])=[O:52])[CH2:47][CH2:46]2)=[CH:20][CH:19]=1. The catalyst class is: 7. (4) Reactant: [F:1][C:2]1[CH:7]=[CH:6][CH:5]=[C:4]([F:8])[C:3]=1[CH:9]([CH:16]([C:23]1[CH:28]=[CH:27][C:26]([F:29])=[CH:25][CH:24]=1)[C:17]#[C:18][Si](C)(C)C)[CH2:10][C:11]([O:13][CH2:14]C)=[O:12].C(=O)([O-])[O-].[K+].[K+]. Product: [F:1][C:2]1[CH:7]=[CH:6][CH:5]=[C:4]([F:8])[C:3]=1[CH:9]([CH:16]([C:23]1[CH:24]=[CH:25][C:26]([F:29])=[CH:27][CH:28]=1)[C:17]#[CH:18])[CH2:10][C:11]([O:13][CH3:14])=[O:12]. The catalyst class is: 5.